This data is from Full USPTO retrosynthesis dataset with 1.9M reactions from patents (1976-2016). The task is: Predict the reactants needed to synthesize the given product. (1) Given the product [Cl:19][C:20]1[CH:21]=[C:22]2[N:48]([CH2:49][O:50][CH2:51][CH2:52][Si:53]([CH3:55])([CH3:56])[CH3:54])[C:47]([S:57]([CH3:60])(=[O:59])=[O:58])=[N:46][C:23]2=[N:24][C:25]=1[C:26]1[CH:27]=[CH:28][C:29]([C:32]2[CH:37]=[CH:36][C:35]([C:38]([N:40]3[CH2:44][CH2:43][C@@H:42]([O:45][CH2:15][O:14][CH2:13][CH2:12][Si:11]([CH3:18])([CH3:17])[CH3:10])[CH2:41]3)=[O:39])=[CH:34][CH:33]=2)=[CH:30][CH:31]=1, predict the reactants needed to synthesize it. The reactants are: C(N(CC)C(C)C)(C)C.[CH3:10][Si:11]([CH3:18])([CH3:17])[CH2:12][CH2:13][O:14][CH2:15]Cl.[Cl:19][C:20]1[CH:21]=[C:22]2[N:48]([CH2:49][O:50][CH2:51][CH2:52][Si:53]([CH3:56])([CH3:55])[CH3:54])[C:47]([S:57]([CH3:60])(=[O:59])=[O:58])=[N:46][C:23]2=[N:24][C:25]=1[C:26]1[CH:31]=[CH:30][C:29]([C:32]2[CH:37]=[CH:36][C:35]([C:38]([N:40]3[CH2:44][CH2:43][C@@H:42]([OH:45])[CH2:41]3)=[O:39])=[CH:34][CH:33]=2)=[CH:28][CH:27]=1. (2) Given the product [NH2:24][CH2:23][CH2:22][N:3]1[C:4]2[C:9](=[CH:8][CH:7]=[CH:6][CH:5]=2)[C:10]2([C:14]3=[CH:15][C:16]4[O:20][CH2:19][O:18][C:17]=4[CH:21]=[C:13]3[O:12][CH2:11]2)[CH2:2]1, predict the reactants needed to synthesize it. The reactants are: O=[C:2]1[C:10]2([C:14]3=[CH:15][C:16]4[O:20][CH2:19][O:18][C:17]=4[CH:21]=[C:13]3[O:12][CH2:11]2)[C:9]2[C:4](=[CH:5][CH:6]=[CH:7][CH:8]=2)[N:3]1[CH2:22][CH2:23][N:24]1C(=O)C2C(=CC=CC=2)C1=O.NN. (3) Given the product [Cl:11][C:12]1[CH:13]=[C:14]([C:27]2([C:28]([O:30][CH3:31])=[O:29])[CH2:34][CH2:33]2)[CH:15]=[CH:16][C:17]=1[B:18]1[O:22][C:21]([CH3:23])([CH3:24])[C:20]([CH3:25])([CH3:26])[O:19]1, predict the reactants needed to synthesize it. The reactants are: C[Si]([N-][Si](C)(C)C)(C)C.[Li+].[Cl:11][C:12]1[CH:13]=[C:14]([CH2:27][C:28]([O:30][CH3:31])=[O:29])[CH:15]=[CH:16][C:17]=1[B:18]1[O:22][C:21]([CH3:24])([CH3:23])[C:20]([CH3:26])([CH3:25])[O:19]1.Br[CH2:33][CH2:34]Br. (4) Given the product [CH:13]1([C:16]([C:9]2[C:8]3[C:12](=[C:4]([CH2:3][S:2][CH3:1])[CH:5]=[CH:6][CH:7]=3)[NH:11][CH:10]=2)([C:19]2[CH:29]=[CH:28][C:22]3[O:23][C:24]([F:26])([F:27])[O:25][C:21]=3[CH:20]=2)[CH3:17])[CH2:15][CH2:14]1, predict the reactants needed to synthesize it. The reactants are: [CH3:1][S:2][CH2:3][C:4]1[CH:5]=[CH:6][CH:7]=[C:8]2[C:12]=1[NH:11][CH:10]=[CH:9]2.[CH:13]1([C:16]([C:19]2[CH:29]=[CH:28][C:22]3[O:23][C:24]([F:27])([F:26])[O:25][C:21]=3[CH:20]=2)(O)[CH3:17])[CH2:15][CH2:14]1.C1(C(C2C3C(=C(CSC)C=CC=3)NC=2)(C2C=CC(OC)=C(F)C=2)C)CC1.